From a dataset of Full USPTO retrosynthesis dataset with 1.9M reactions from patents (1976-2016). Predict the reactants needed to synthesize the given product. (1) The reactants are: F[C:2]1[CH:3]=[CH:4][C:5]([CH:8]=[O:9])=[N:6][CH:7]=1.[F:10][CH:11]1[CH2:16][CH2:15][NH:14][CH2:13][CH2:12]1.C(=O)([O-])[O-].[K+].[K+]. Given the product [F:10][CH:11]1[CH2:16][CH2:15][N:14]([C:2]2[CH:3]=[CH:4][C:5]([CH:8]=[O:9])=[N:6][CH:7]=2)[CH2:13][CH2:12]1, predict the reactants needed to synthesize it. (2) Given the product [F:1][C:2]1[CH:3]=[CH:4][C:5]([N:8]([CH2:26][O:27][CH2:28][CH2:29][Si:30]([CH3:32])([CH3:31])[CH3:33])[C:9]([C:11]2[N:12]=[CH:13][C:14]([C:40](=[CH2:45])[C:41]([O:43][CH3:44])=[O:42])=[CH:15][N:16]=2)=[O:10])=[CH:6][CH:7]=1, predict the reactants needed to synthesize it. The reactants are: [F:1][C:2]1[CH:7]=[CH:6][C:5]([N:8]([CH2:26][O:27][CH2:28][CH2:29][Si:30]([CH3:33])([CH3:32])[CH3:31])[C:9]([C:11]2[N:16]=[CH:15][C:14](B3OC(C)(C)C(C)(C)O3)=[CH:13][N:12]=2)=[O:10])=[CH:4][CH:3]=1.FC(F)(F)S(O[C:40](=[CH2:45])[C:41]([O:43][CH3:44])=[O:42])(=O)=O.C(=O)([O-])[O-].[Na+].[Na+]. (3) Given the product [CH3:2][C:1]([CH3:4])([S:5]([NH:7][C:8]1([CH3:20])[CH2:11][CH:10]([NH:12][C:13](=[O:19])[O:14][C:15]([CH3:18])([CH3:17])[CH3:16])[CH2:9]1)=[O:6])[CH3:3], predict the reactants needed to synthesize it. The reactants are: [C:1]([S:5]([N:7]=[C:8]1[CH2:11][CH:10]([NH:12][C:13](=[O:19])[O:14][C:15]([CH3:18])([CH3:17])[CH3:16])[CH2:9]1)=[O:6])([CH3:4])([CH3:3])[CH3:2].[CH3:20][Al](C)C.[Li]C. (4) Given the product [Cl:58][C:53]1[CH:54]=[CH:55][CH:56]=[CH:57][C:52]=1[CH2:51][CH2:50][CH2:49][N:37]1[C:36](=[O:59])[C:35]([CH2:32][OH:33])=[CH:40][C:39]([C:41]2[CH:46]=[CH:45][C:44]([F:47])=[C:43]([CH3:48])[CH:42]=2)=[N:38]1, predict the reactants needed to synthesize it. The reactants are: FC1C=C(F)C=CC=1C1C=C(CN2C(=O)C3=CC=CC=C3C2=O)C(=O)N(CC(C)C)N=1.[C:32]([C:35]1[C:36](=[O:59])[N:37]([CH2:49][CH2:50][CH2:51][C:52]2[CH:57]=[CH:56][CH:55]=[CH:54][C:53]=2[Cl:58])[N:38]=[C:39]([C:41]2[CH:46]=[CH:45][C:44]([F:47])=[C:43]([CH3:48])[CH:42]=2)[CH:40]=1)(O)=[O:33]. (5) Given the product [Cl:1][C:2]1[CH:7]=[CH:6][C:5]([Cl:8])=[CH:4][C:3]=1[NH:9][C:10]1[N:15]2[N:16]=[CH:17][C:18]([S:19]([NH:22][CH:38]=[O:39])(=[O:21])=[O:20])=[C:14]2[N:13]=[CH:12][C:11]=1[C:23]([N:25]1[CH2:30][CH2:29][CH:28]([C:31]2[CH:32]=[CH:33][C:34]([F:37])=[CH:35][CH:36]=2)[CH2:27][CH2:26]1)=[O:24], predict the reactants needed to synthesize it. The reactants are: [Cl:1][C:2]1[CH:7]=[CH:6][C:5]([Cl:8])=[CH:4][C:3]=1[NH:9][C:10]1[N:15]2[N:16]=[CH:17][C:18]([S:19]([NH2:22])(=[O:21])=[O:20])=[C:14]2[N:13]=[CH:12][C:11]=1[C:23]([N:25]1[CH2:30][CH2:29][CH:28]([C:31]2[CH:36]=[CH:35][C:34]([F:37])=[CH:33][CH:32]=2)[CH2:27][CH2:26]1)=[O:24].[CH:38](O)=[O:39]. (6) Given the product [CH3:52][N:53]([CH3:54])[CH2:55][C:56]([N:32]1[CH2:33][CH2:34][N:29]([C:27]2[N:28]=[C:23]([N:17]3[CH2:16][CH:15]4[O:22][CH:19]([CH2:20][CH2:21]4)[CH2:18]3)[N:24]=[C:25]([C:35]3[CH:36]=[CH:37][C:38]([NH:41][C:42]([NH:44][C:45]4[CH:46]=[CH:47][N:48]=[CH:49][CH:50]=4)=[O:43])=[CH:39][CH:40]=3)[N:26]=2)[CH2:30][CH2:31]1)=[O:57], predict the reactants needed to synthesize it. The reactants are: OC(C(F)(F)F)=O.OC(C(F)(F)F)=O.[CH:15]12[O:22][CH:19]([CH2:20][CH2:21]1)[CH2:18][N:17]([C:23]1[N:28]=[C:27]([N:29]3[CH2:34][CH2:33][NH:32][CH2:31][CH2:30]3)[N:26]=[C:25]([C:35]3[CH:40]=[CH:39][C:38]([NH:41][C:42]([NH:44][C:45]4[CH:50]=[CH:49][N:48]=[CH:47][CH:46]=4)=[O:43])=[CH:37][CH:36]=3)[N:24]=1)[CH2:16]2.Cl.[CH3:52][N:53]([CH2:55][C:56](Cl)=[O:57])[CH3:54]. (7) Given the product [CH2:24]([N:31]([CH2:32][CH2:33][OH:34])[C:17]([CH:15]1[C:13]2[CH:14]=[C:9]([O:8][CH2:1][C:2]3[CH:3]=[CH:4][CH:5]=[CH:6][CH:7]=3)[CH:10]=[CH:11][C:12]=2[CH2:16]1)=[O:19])[C:25]1[CH:30]=[CH:29][CH:28]=[CH:27][CH:26]=1, predict the reactants needed to synthesize it. The reactants are: [CH2:1]([O:8][C:9]1[CH:10]=[CH:11][C:12]2[CH2:16][CH:15]([C:17]([OH:19])=O)[C:13]=2[CH:14]=1)[C:2]1[CH:7]=[CH:6][CH:5]=[CH:4][CH:3]=1.S(Cl)(Cl)=O.[CH2:24]([NH:31][CH2:32][CH2:33][OH:34])[C:25]1[CH:30]=[CH:29][CH:28]=[CH:27][CH:26]=1.C(N(CC)CC)C. (8) Given the product [Cl:20][C:17]1[CH:18]=[CH:19][C:14]([C:11]2[C:10]3[CH:21]=[CH:22][C:7]([O:6][CH2:5][CH2:4][CH2:3][CH2:2][N:26]([CH:23]([CH3:25])[CH3:24])[CH3:27])=[CH:8][C:9]=3[S:13][N:12]=2)=[CH:15][CH:16]=1, predict the reactants needed to synthesize it. The reactants are: Br[CH2:2][CH2:3][CH2:4][CH2:5][O:6][C:7]1[CH:22]=[CH:21][C:10]2[C:11]([C:14]3[CH:19]=[CH:18][C:17]([Cl:20])=[CH:16][CH:15]=3)=[N:12][S:13][C:9]=2[CH:8]=1.[CH:23]([NH:26][CH3:27])([CH3:25])[CH3:24].